From a dataset of Peptide-MHC class I binding affinity with 185,985 pairs from IEDB/IMGT. Regression. Given a peptide amino acid sequence and an MHC pseudo amino acid sequence, predict their binding affinity value. This is MHC class I binding data. (1) The peptide sequence is RTSKAPLER. The MHC is HLA-B51:01 with pseudo-sequence HLA-B51:01. The binding affinity (normalized) is 0.00121. (2) The peptide sequence is FSYDLRLNK. The MHC is HLA-A03:01 with pseudo-sequence HLA-A03:01. The binding affinity (normalized) is 0.689. (3) The peptide sequence is DILQMREIIT. The MHC is HLA-A02:02 with pseudo-sequence HLA-A02:02. The binding affinity (normalized) is 0.00876. (4) The MHC is HLA-A02:19 with pseudo-sequence HLA-A02:19. The peptide sequence is EPGPSGLLI. The binding affinity (normalized) is 0.0847. (5) The peptide sequence is TTNQQAELEAF. The MHC is Mamu-A02 with pseudo-sequence Mamu-A02. The binding affinity (normalized) is 0. (6) The peptide sequence is AENCYNLEI. The MHC is HLA-A02:03 with pseudo-sequence HLA-A02:03. The binding affinity (normalized) is 0.0847.